From a dataset of Catalyst prediction with 721,799 reactions and 888 catalyst types from USPTO. Predict which catalyst facilitates the given reaction. (1) Reactant: [F:1][C:2]1[CH:3]=[C:4]([CH2:23][CH:24]([CH3:30])[C:25]([O:27]CC)=[O:26])[CH:5]=[CH:6][C:7]=1[O:8][CH2:9][C:10]1[CH:15]=[CH:14][CH:13]=[C:12]([O:16][C:17]2[CH:22]=[CH:21][CH:20]=[CH:19][CH:18]=2)[CH:11]=1.[OH-].[Na+].Cl. Product: [F:1][C:2]1[CH:3]=[C:4]([CH2:23][CH:24]([CH3:30])[C:25]([OH:27])=[O:26])[CH:5]=[CH:6][C:7]=1[O:8][CH2:9][C:10]1[CH:15]=[CH:14][CH:13]=[C:12]([O:16][C:17]2[CH:22]=[CH:21][CH:20]=[CH:19][CH:18]=2)[CH:11]=1. The catalyst class is: 8. (2) Reactant: [CH2:1]([O:3][C:4](=[O:21])[CH2:5][O:6][C:7]1[CH:8]=[N:9][C:10]([O:13]CC2C=CC=CC=2)=[CH:11][CH:12]=1)[CH3:2]. The catalyst class is: 45. Product: [CH2:1]([O:3][C:4](=[O:21])[CH2:5][O:6][C:7]1[CH:8]=[N:9][C:10]([OH:13])=[CH:11][CH:12]=1)[CH3:2].